This data is from Full USPTO retrosynthesis dataset with 1.9M reactions from patents (1976-2016). The task is: Predict the reactants needed to synthesize the given product. The reactants are: [C:1]1([C:48]2[CH:53]=[CH:52][CH:51]=[CH:50][CH:49]=2)[CH:6]=[CH:5][C:4]([C@@:7]2([O:46][CH3:47])[CH2:11][N:10]([C:12](=[O:41])[C@@H:13]([NH:33][C:34]([O:36][C:37]([CH3:40])([CH3:39])[CH3:38])=[O:35])[CH2:14][N:15]([CH2:28][CH2:29][CH2:30][CH:31]=[CH2:32])[S:16]([C:19]3[CH:24]=[CH:23][CH:22]=[CH:21][C:20]=3[N+:25]([O-:27])=[O:26])(=[O:18])=[O:17])[C@H:9]([C:42]([O:44]C)=[O:43])[CH2:8]2)=[CH:3][CH:2]=1.CO.O. Given the product [C:1]1([C:48]2[CH:49]=[CH:50][CH:51]=[CH:52][CH:53]=2)[CH:6]=[CH:5][C:4]([C@@:7]2([O:46][CH3:47])[CH2:11][N:10]([C:12](=[O:41])[C@@H:13]([NH:33][C:34]([O:36][C:37]([CH3:40])([CH3:39])[CH3:38])=[O:35])[CH2:14][N:15]([CH2:28][CH2:29][CH2:30][CH:31]=[CH2:32])[S:16]([C:19]3[CH:24]=[CH:23][CH:22]=[CH:21][C:20]=3[N+:25]([O-:27])=[O:26])(=[O:17])=[O:18])[C@H:9]([C:42]([OH:44])=[O:43])[CH2:8]2)=[CH:3][CH:2]=1, predict the reactants needed to synthesize it.